From a dataset of Forward reaction prediction with 1.9M reactions from USPTO patents (1976-2016). Predict the product of the given reaction. (1) Given the reactants [C:1]12([NH2:11])[CH2:10][CH:5]3[CH2:6][CH:7]([CH2:9][CH:3]([CH2:4]3)[CH2:2]1)[CH2:8]2.[Br:12][C:13]1[S:17][C:16]([CH:18]=O)=[CH:15][CH:14]=1, predict the reaction product. The product is: [Br:12][C:13]1[S:17][C:16]([CH2:18][NH:11][C:1]23[CH2:8][CH:7]4[CH2:6][CH:5]([CH2:4][CH:3]([CH2:9]4)[CH2:2]2)[CH2:10]3)=[CH:15][CH:14]=1. (2) Given the reactants [C:1]1([CH:7]([C:30]2[CH:35]=[CH:34][CH:33]=[CH:32][CH:31]=2)[N:8]2[C:16]3[C:11](=[CH:12][CH:13]=[CH:14][CH:15]=3)[C@:10]([C:19]3[C:27](O)=[CH:26][C:22]4[O:23][CH2:24][O:25][C:21]=4[CH:20]=3)([CH2:17][OH:18])[C:9]2=[O:29])[CH:6]=[CH:5][CH:4]=[CH:3][CH:2]=1.C1(P(C2C=CC=CC=2)C2C=CC=CN=2)C=CC=CC=1.CC(OC(/N=N/C(OC(C)(C)C)=O)=O)(C)C, predict the reaction product. The product is: [C:1]1([CH:7]([C:30]2[CH:31]=[CH:32][CH:33]=[CH:34][CH:35]=2)[N:8]2[C:16]3[C:11](=[CH:12][CH:13]=[CH:14][CH:15]=3)[C@@:10]3([C:19]4=[CH:20][C:21]5[O:25][CH2:24][O:23][C:22]=5[CH:26]=[C:27]4[O:18][CH2:17]3)[C:9]2=[O:29])[CH:2]=[CH:3][CH:4]=[CH:5][CH:6]=1. (3) Given the reactants [CH2:1]([CH:8]1[CH2:12][O:11][C:10]([C@@H:13]2[CH2:17][C@H:16]([C:18]3[CH:23]=[CH:22][CH:21]=[CH:20][CH:19]=3)[CH2:15][N:14]2[C:24]([O:26][C:27]([CH3:30])([CH3:29])[CH3:28])=[O:25])=[N:9]1)[C:2]1[CH:7]=[CH:6][CH:5]=[CH:4][CH:3]=1.C1CCN2C(=NCCC2)CC1.BrC(Cl)(Cl)Cl, predict the reaction product. The product is: [CH2:1]([C:8]1[N:9]=[C:10]([C@@H:13]2[CH2:17][C@H:16]([C:18]3[CH:23]=[CH:22][CH:21]=[CH:20][CH:19]=3)[CH2:15][N:14]2[C:24]([O:26][C:27]([CH3:30])([CH3:29])[CH3:28])=[O:25])[O:11][CH:12]=1)[C:2]1[CH:7]=[CH:6][CH:5]=[CH:4][CH:3]=1. (4) Given the reactants [C:1]([CH2:6][C:7]([O-:9])=[O:8])([C:3]([OH:5])=[O:4])=[O:2].[CH:10]1[N:11]=[C:12]([NH2:53])[C:13]2[N:18]=[CH:17][N:16]([C@@H:19]3[O:23][C@H:22]([CH2:24][O:25][P:26]([O:29][P:30]([O:33][CH2:34][C@H:35]4[O:39][C@@H:38]([N:40]5[CH:45]=[C:44]([C:46]([NH2:48])=[O:47])[CH2:43][CH:42]=[CH:41]5)[C@H:37]([OH:49])[C@@H:36]4[OH:50])([OH:32])=[O:31])([OH:28])=[O:27])[C@@H:21]([OH:51])[C@H:20]3[OH:52])[C:14]=2[N:15]=1, predict the reaction product. The product is: [CH:42]1[CH:41]=[N+:40]([C@@H:38]2[O:39][C@H:35]([CH2:34][O:33][P:30]([O:29][P:26]([O:25][CH2:24][C@H:22]3[O:23][C@@H:19]([N:16]4[C:14]5[N:15]=[CH:10][N:11]=[C:12]([NH2:53])[C:13]=5[N:18]=[CH:17]4)[C@H:20]([OH:52])[C@@H:21]3[OH:51])([OH:28])=[O:27])([O-:32])=[O:31])[C@@H:36]([OH:50])[C@H:37]2[OH:49])[CH:45]=[C:44]([C:46]([NH2:48])=[O:47])[CH:43]=1.[C:3]([O-:5])(=[O:4])[C@H:1]([CH2:6][C:7]([O-:9])=[O:8])[OH:2].[P:30]([O:9][CH2:7][C@H:6]1[O:23][C@@H:19]([N:16]2[C:14]3[N:15]=[CH:10][N:11]=[C:12]([NH2:53])[C:13]=3[N:18]=[CH:17]2)[C@H:3]([OH:5])[C@@H:1]1[OH:2])([O:29][P:26]([OH:28])([OH:27])=[O:25])(=[O:31])[OH:32].